This data is from Peptide-MHC class I binding affinity with 185,985 pairs from IEDB/IMGT. The task is: Regression. Given a peptide amino acid sequence and an MHC pseudo amino acid sequence, predict their binding affinity value. This is MHC class I binding data. (1) The peptide sequence is FLKEKGGL. The MHC is HLA-B15:03 with pseudo-sequence HLA-B15:03. The binding affinity (normalized) is 0. (2) The peptide sequence is YNTPTFAIK. The MHC is HLA-A68:01 with pseudo-sequence HLA-A68:01. The binding affinity (normalized) is 0.647. (3) The peptide sequence is QPFPPQQPY. The MHC is HLA-B53:01 with pseudo-sequence HLA-B53:01. The binding affinity (normalized) is 0. (4) The binding affinity (normalized) is 0.0847. The MHC is HLA-B57:01 with pseudo-sequence HLA-B57:01. The peptide sequence is IIRTENRPL. (5) The MHC is Mamu-A01 with pseudo-sequence Mamu-A01. The peptide sequence is LSPRTLNAWV. The binding affinity (normalized) is 0. (6) The peptide sequence is FWPQNGQFI. The MHC is H-2-Db with pseudo-sequence H-2-Db. The binding affinity (normalized) is 0.226.